Dataset: CYP1A2 inhibition data for predicting drug metabolism from PubChem BioAssay. Task: Regression/Classification. Given a drug SMILES string, predict its absorption, distribution, metabolism, or excretion properties. Task type varies by dataset: regression for continuous measurements (e.g., permeability, clearance, half-life) or binary classification for categorical outcomes (e.g., BBB penetration, CYP inhibition). Dataset: cyp1a2_veith. (1) The compound is Cc1cc(NC(=O)CSCCO)no1. The result is 0 (non-inhibitor). (2) The molecule is Cn1ncc2c(Cl)ncnc21. The result is 0 (non-inhibitor). (3) The molecule is Cc1ccc(C)c(S(=O)(=O)NC(CC(C)C)C(=O)O)c1. The result is 0 (non-inhibitor). (4) The drug is O=C(N1CCOCC1)N1CCN(c2ccccc2)CC1. The result is 0 (non-inhibitor). (5) The compound is CCCCCCCCCCC/C=C\C(C)(C)/C=C\CCCC(=O)O. The result is 1 (inhibitor).